This data is from Full USPTO retrosynthesis dataset with 1.9M reactions from patents (1976-2016). The task is: Predict the reactants needed to synthesize the given product. (1) Given the product [NH2:11][CH2:14][C:15]1[C:16](=[O:38])[N:17]([CH2:29][C:30]2[C:35]([Cl:36])=[CH:34][CH:33]=[CH:32][C:31]=2[Cl:37])[N:18]=[C:19]([C:21]2[CH:26]=[CH:25][C:24]([F:27])=[C:23]([CH3:28])[CH:22]=2)[CH:20]=1, predict the reactants needed to synthesize it. The reactants are: C(OC(N1CC[N:11]([CH2:14][C:15]2[C:16](=[O:38])[N:17]([CH2:29][C:30]3[C:35]([Cl:36])=[CH:34][CH:33]=[CH:32][C:31]=3[Cl:37])[N:18]=[C:19]([C:21]3[CH:26]=[CH:25][C:24]([F:27])=[C:23]([CH3:28])[CH:22]=3)[CH:20]=2)CC1)=O)(C)(C)C.ClC1C=CC=C(Cl)C=1CN1C(=O)C(COS(C)(=O)=O)=CC(C2C=CC(F)=C(C)C=2)=N1.ClC1C=CC=C(Cl)C=1CN1C(=O)C(CN2CCNCC2)=CC(C2C=CC(F)=C(C)C=2)=N1. (2) Given the product [F:1][C:2]1[CH:3]=[CH:4][C:5]([C:8]2[N:12]=[C:11]([CH3:13])[N:10]([CH2:23][CH2:22][C:21]([NH:20][C:19](=[O:27])[O:18][C:14]([CH3:17])([CH3:16])[CH3:15])([CH3:26])[CH3:25])[N:9]=2)=[CH:6][CH:7]=1, predict the reactants needed to synthesize it. The reactants are: [F:1][C:2]1[CH:7]=[CH:6][C:5]([C:8]2[N:12]=[C:11]([CH3:13])[NH:10][N:9]=2)=[CH:4][CH:3]=1.[C:14]([O:18][C:19](=[O:27])[NH:20][C:21]([CH3:26])([CH3:25])[CH2:22][CH2:23]Cl)([CH3:17])([CH3:16])[CH3:15].[H-].[Na+]. (3) The reactants are: [C:1]([O:5][C:6]([NH:8][CH2:9][C:10]1[C:11]([CH2:27][CH:28]([CH3:30])[CH3:29])=[N:12][C:13]([CH3:26])=[C:14]([C:18]=1[C:19]1[CH:24]=[CH:23][C:22]([CH3:25])=[CH:21][CH:20]=1)[C:15]([OH:17])=[O:16])=[O:7])([CH3:4])([CH3:3])[CH3:2].O[CH2:32][C:33]1[CH:42]=[CH:41][C:36]([C:37]([O:39][CH3:40])=[O:38])=[CH:35][N:34]=1.C1(P(C2C=CC=CC=2)C2C=CC=CC=2)C=CC=CC=1.C1(C)C=CC=CC=1.N(C(OCC)=O)=NC(OCC)=O. Given the product [C:1]([O:5][C:6]([NH:8][CH2:9][C:10]1[C:11]([CH2:27][CH:28]([CH3:30])[CH3:29])=[N:12][C:13]([CH3:26])=[C:14]([C:18]=1[C:19]1[CH:24]=[CH:23][C:22]([CH3:25])=[CH:21][CH:20]=1)[C:15]([O:17][CH2:32][C:33]1[CH:42]=[CH:41][C:36]([C:37]([O:39][CH3:40])=[O:38])=[CH:35][N:34]=1)=[O:16])=[O:7])([CH3:4])([CH3:3])[CH3:2], predict the reactants needed to synthesize it. (4) Given the product [CH3:30][N:29]([CH3:31])[C:27]([C:26]1[CH:32]=[CH:33][C:23]([O:1][CH:2]2[CH2:3][CH2:4][N:5]([C:8]([O:10][C:11]([CH3:14])([CH3:13])[CH3:12])=[O:9])[CH2:6][CH2:7]2)=[N:24][CH:25]=1)=[O:28], predict the reactants needed to synthesize it. The reactants are: [OH:1][CH:2]1[CH2:7][CH2:6][N:5]([C:8]([O:10][C:11]([CH3:14])([CH3:13])[CH3:12])=[O:9])[CH2:4][CH2:3]1.CN(C)C=O.[H-].[Na+].Cl[C:23]1[CH:33]=[CH:32][C:26]([C:27]([N:29]([CH3:31])[CH3:30])=[O:28])=[CH:25][N:24]=1. (5) Given the product [CH2:15]([O:18][C:8]1[CH:13]=[N:12][CH:11]=[CH:10][CH:9]=1)[CH2:27][CH2:22][CH3:23], predict the reactants needed to synthesize it. The reactants are: [N:12]1[C:13]2[C:8](=CC=[C:8]3[C:13]=2[N:12]=[CH:11][CH:10]=[CH:9]3)[CH:9]=[CH:10][CH:11]=1.[C:15]([O-:18])([O-])=O.[Cs+].[Cs+].I[C:22]1[CH:23]=NC=C[CH:27]=1. (6) Given the product [Cl:1][C:2]1[CH:3]=[C:4]([C:9]2[S:10][CH:11]=[CH:12][N:13]=2)[N:5]=[C:6]([C:21]2[CH:20]=[N:19][C:18]([O:17][CH:14]([CH3:16])[CH3:15])=[CH:23][CH:22]=2)[CH:7]=1, predict the reactants needed to synthesize it. The reactants are: [Cl:1][C:2]1[CH:7]=[C:6](Cl)[N:5]=[C:4]([C:9]2[S:10][CH:11]=[CH:12][N:13]=2)[CH:3]=1.[CH:14]([O:17][C:18]1[CH:23]=[CH:22][C:21](B2OC(C)(C)C(C)(C)O2)=[CH:20][N:19]=1)([CH3:16])[CH3:15].[O-]P([O-])([O-])=O.[K+].[K+].[K+].C1COCC1. (7) Given the product [Cl:22][C:8]1[N:7]=[C:6]([S:10][CH3:11])[N:5]=[C:4]([C:12]2[CH:13]=[C:14]([O:18][CH3:19])[CH:15]=[N:16][CH:17]=2)[C:3]=1[C:1]#[N:2], predict the reactants needed to synthesize it. The reactants are: [C:1]([C:3]1[C:8](=O)[NH:7][C:6]([S:10][CH3:11])=[N:5][C:4]=1[C:12]1[CH:13]=[C:14]([O:18][CH3:19])[CH:15]=[N:16][CH:17]=1)#[N:2].O=P(Cl)(Cl)[Cl:22]. (8) The reactants are: O[C:2]1[N:7]=[CH:6][N:5]=[C:4]([C:8]([OH:10])=[O:9])[CH:3]=1.C(Cl)(C([Cl:15])=O)=O. Given the product [Cl:15][C:2]1[N:7]=[CH:6][N:5]=[C:4]([C:8]([OH:10])=[O:9])[CH:3]=1, predict the reactants needed to synthesize it.